Dataset: Full USPTO retrosynthesis dataset with 1.9M reactions from patents (1976-2016). Task: Predict the reactants needed to synthesize the given product. (1) Given the product [NH2:1][C:4]1[CH:9]=[CH:8][C:7]([N:10]2[CH2:15][CH2:14][CH2:13][CH:12]([NH:16][C:17](=[O:23])[O:18][C:19]([CH3:21])([CH3:20])[CH3:22])[CH2:11]2)=[CH:6][CH:5]=1, predict the reactants needed to synthesize it. The reactants are: [N+:1]([C:4]1[CH:9]=[CH:8][C:7]([N:10]2[CH2:15][CH2:14][CH2:13][CH:12]([NH:16][C:17](=[O:23])[O:18][C:19]([CH3:22])([CH3:21])[CH3:20])[CH2:11]2)=[CH:6][CH:5]=1)([O-])=O. (2) The reactants are: [S:1]1(=O)[CH2:6][CH2:5][CH2:4][S:3][CH2:2]1.[F:8][C:9]([F:20])([F:19])[C:10]([O:12]C(=O)C(F)(F)F)=[O:11]. Given the product [F:8][C:9]([F:20])([F:19])[C:10]([O-:12])=[O:11].[S:1]1[CH2:6][CH2:5][CH2:4][S:3][CH+:2]1, predict the reactants needed to synthesize it.